Dataset: Catalyst prediction with 721,799 reactions and 888 catalyst types from USPTO. Task: Predict which catalyst facilitates the given reaction. Reactant: C([O-])([O-])=O.[K+].[K+].[OH:7][C:8]1[CH:13]=[CH:12][C:11]([CH2:14][CH2:15][CH:16]([CH2:21][CH2:22][CH2:23][C:24]2[CH:29]=[CH:28][CH:27]=[CH:26][CH:25]=2)[C:17]([O:19][CH3:20])=[O:18])=[CH:10][CH:9]=1.F[C:31]1[CH:32]=[C:33]([CH:36]=[CH:37][CH:38]=1)[C:34]#[N:35].O. Product: [C:34]([C:33]1[CH:32]=[C:31]([CH:38]=[CH:37][CH:36]=1)[O:7][C:8]1[CH:9]=[CH:10][C:11]([CH2:14][CH2:15][CH:16]([CH2:21][CH2:22][CH2:23][C:24]2[CH:25]=[CH:26][CH:27]=[CH:28][CH:29]=2)[C:17]([O:19][CH3:20])=[O:18])=[CH:12][CH:13]=1)#[N:35]. The catalyst class is: 3.